This data is from TCR-epitope binding with 47,182 pairs between 192 epitopes and 23,139 TCRs. The task is: Binary Classification. Given a T-cell receptor sequence (or CDR3 region) and an epitope sequence, predict whether binding occurs between them. Result: 1 (the TCR binds to the epitope). The epitope is RAKFKQLL. The TCR CDR3 sequence is CASSLGTSGGTGELFF.